From a dataset of Catalyst prediction with 721,799 reactions and 888 catalyst types from USPTO. Predict which catalyst facilitates the given reaction. (1) Reactant: [CH2:1]([NH2:9])[CH2:2][CH2:3][CH2:4][CH2:5][CH2:6][CH2:7][NH2:8].[C:10](#[N:13])[CH:11]=[CH2:12]. Product: [C:10]([CH2:11][CH2:12][N:8]([CH2:3][CH2:2][C:1]#[N:9])[CH2:7][CH2:6][CH2:5][CH2:4][CH2:3][CH2:2][CH2:1][N:9]([CH2:5][CH2:6][C:7]#[N:8])[CH2:12][CH2:11][C:10]#[N:13])#[N:13]. The catalyst class is: 6. (2) Reactant: Br[CH2:2][CH2:3][CH2:4][N:5]1C(=O)C2=CC=CC=C2C1=O.[CH:16]1([N:21]2[CH2:26][CH2:25][NH:24][CH2:23][CH2:22]2)[CH2:20][CH2:19][CH2:18][CH2:17]1.C([O-])([O-])=O.[K+].[K+]. Product: [CH:16]1([N:21]2[CH2:22][CH2:23][N:24]([CH2:2][CH2:3][CH2:4][NH2:5])[CH2:25][CH2:26]2)[CH2:17][CH2:18][CH2:19][CH2:20]1. The catalyst class is: 23. (3) Reactant: [CH3:1][NH2:2].[N:3]([C:6]1[CH:7]=[C:8]([B:12]2[O:16][C:15]([CH3:18])([CH3:17])[C:14]([CH3:20])([CH3:19])[O:13]2)[CH:9]=[CH:10][CH:11]=1)=[C:4]=[O:5]. Product: [CH3:1][NH:2][C:4]([NH:3][C:6]1[CH:11]=[CH:10][CH:9]=[C:8]([B:12]2[O:16][C:15]([CH3:18])([CH3:17])[C:14]([CH3:20])([CH3:19])[O:13]2)[CH:7]=1)=[O:5]. The catalyst class is: 54.